From a dataset of Experimentally validated miRNA-target interactions with 360,000+ pairs, plus equal number of negative samples. Binary Classification. Given a miRNA mature sequence and a target amino acid sequence, predict their likelihood of interaction. (1) The miRNA is hsa-miR-3609 with sequence CAAAGUGAUGAGUAAUACUGGCUG. The protein sequence of the target gene is MERRSESPCLRDSPDRRSGSPDVKGPPPVKVARLEQNGSPMGARGRPNGAVAKAVGGLMIPVFCVVEQLDGSLEYDNREEHAEFVLVRKDVLFSQLVETALLALGYSHSSAAQAQGIIKLGRWNPLPLSYVTDAPDATVADMLQDVYHVVTLKIQLQSCSKLEDLPAEQWNHATVRNALKELLKEMNQSTLAKECPLSQSMISSIVNSTYYANVSATKCQEFGRWYKKYKKIKVERVERENLSDYCVLGQRPMHLPNMNQLASLGKTNEQSPHSQIHHSTPIRNQVPALQPIMSPGLLSP.... Result: 1 (interaction). (2) The miRNA is hsa-miR-761 with sequence GCAGCAGGGUGAAACUGACACA. The protein sequence of the target gene is MADHSFSDGVPSDSVEAAKNASNTEKLTDQVMQNPRVLAALQERLDNVPHTPSSYIETLPKAVKRRINALKQLQVRCAHIEAKFYEEVHDLERKYAALYQPLFDKRREFITGDVEPTDAESEWHSENEEEEKLAGDMKSKVVVTEKAAATAEEPDPKGIPEFWFTIFRNVDMLSELVQEYDEPILKHLQDIKVKFSDPGQPMSFVLEFHFEPNDYFTNSVLTKTYKMKSEPDKADPFSFEGPEIVDCDGCTIDWKKGKNVTVKTIKKKQKHKGRGTVRTITKQVPNESFFNFFNPLKASG.... Result: 1 (interaction). (3) The miRNA is hsa-miR-645 with sequence UCUAGGCUGGUACUGCUGA. The protein sequence of the target gene is MAGGAGWAGAPAALLRSVRRLREVFEVCGRDPDGFLRVERVAALGLRFGQGEEVEKLVKCLDPNDLGRINFKDFCRGVFAMKGCEELLKDVLSVESAGTLPCSPDIPDCVEQGSDFSGSTDGEQLPREPDFFQEDEEEAMTLALPEGPQELDMDSPMESSQGPEGSVKGCGEEKEPELGGLFLPEDKCLVLTPSVTTSDLSTHSTASLISNEEQFEDYGEGDDVDCAPSSPCPDDETRTNVYSDLGSSVSSSAGQTPRKMRHAYNSELLDVYCSQCCKKINLLNDLEARLKNLKANSPNR.... Result: 0 (no interaction). (4) The miRNA is hsa-miR-4537 with sequence UGAGCCGAGCUGAGCUUAGCUG. The protein sequence of the target gene is MAEYGAHITTASVADDQPSIFEVVAQDSLMTAVRPALQHVVKVLAESNPAHYGFLWRWFDEIFTLLDFLLQQHYLSRTSASFSEHFYGLKRIVAGSSPHLQRPASAGLPKEHLWKSAMFLVLLPYLKVKLEKLASSLREEDEYSIHPPSSRWKRFYRAFLAAYPFVNMAWEGWFLTQQLRYILGKAEHHSPLLKLAGVRLARLTAQDMQAIKQRLVEASAMQEPVRSVGEKIKSALKKAVGGVALSLSTGLSVGVFFLQFLDWWYSSENQEAIKSLTALPTPPPPVHLDYNSDSPLLPKM.... Result: 0 (no interaction). (5) The miRNA is hsa-miR-7151-3p with sequence CUACAGGCUGGAAUGGGCUCA. The protein sequence of the target gene is MVAMAAGPSGCLVPAFGLRLLLATVLQAVSAFGAEFSSEACRELGFSSNLLCSSCDLLGQFNLLQLDPDCRGCCQEEAQFETKKLYAGAILEVCGUKLGRFPQVQAFVRSDKPKLFRGLQIKYVRGSDPVLKLLDDNGNIAEELSILKWNTDSVEEFLSEKLERI. Result: 0 (no interaction). (6) The miRNA is hsa-miR-548ar-3p with sequence UAAAACUGCAGUUAUUUUUGC. The protein sequence of the target gene is MTTTIRQFTSSSSIKGSSGLGGGSSRTSCRLSGSLGAGSCRLGSASGLGSALGSNSYSSCYSFGTGSGYGGNFGGVDGLLAGGEKATMQNLNDRLASYLDKVRALEEANTELEVKIRDWYQKQAPGPARDYSAYYHTIEDLKNKILVATVDNASILLQIDNARLAADDFRTKFETEQALRMSVEADINGLRRVLDELTLARADLEMQIENLKEELAYLKKNHEEEMNALRGQVGGEINVEMDAAPGVDLSRILSEMRDQYEKMAEKNRKDAEDWFFSKTEELNREVATNSELVQSGKSEI.... Result: 0 (no interaction). (7) The miRNA is hsa-miR-5088-5p with sequence CAGGGCUCAGGGAUUGGAUGGAGG. The protein sequence of the target gene is MAKDSPSPLGASPKKPGCSSPAAAVLENQRRELEKLRAELEAERAGWRAERRRFAARERQLREEAERERRQLADRLRSKWEAQRSRELRQLQEEMQREREAEIRQLLRWKEAEQRQLQQLLHRERDGVVRQARELQRQLAEELVNRGHCSRPGASEVSAAQCRCRLQEVLAQLRWQTDGEQAARIRYLQAALEVERQLFLKYILAHFRGHPALSGSPDPQAVHSLEEPLPQTSSGSCHAPKPACQLGSLDSLSAEVGVRSRSLGLVSSACSSSPDGLLSTHASSLDCFAPACSRSLDSTR.... Result: 0 (no interaction).